This data is from Forward reaction prediction with 1.9M reactions from USPTO patents (1976-2016). The task is: Predict the product of the given reaction. (1) The product is: [CH2:1]([CH:3]1[C:7]2[C:8]([O:12][C:13]3[N:18]=[CH:17][C:16]([N:19]4[C:20](=[O:25])[C:21]([CH3:24])([CH3:23])[NH:22][C:27]4=[O:29])=[CH:15][CH:14]=3)=[CH:9][CH:10]=[CH:11][C:6]=2[CH2:5][O:4]1)[CH3:2].[CH3:5][O:4][C:3]1[CH:7]=[CH:6][CH:11]=[C:32]([O:31][CH2:30][O:29][CH3:27])[CH:1]=1. Given the reactants [CH2:1]([CH:3]1[C:7]2[C:8]([O:12][C:13]3[N:18]=[CH:17][C:16]([NH:19][C:20](=[O:25])[C:21]([CH3:24])([CH3:23])[NH2:22])=[CH:15][CH:14]=3)=[CH:9][CH:10]=[CH:11][C:6]=2[CH2:5][O:4]1)[CH3:2].Cl[C:27](Cl)([O:29][C:30](=O)[O:31][C:32](Cl)(Cl)Cl)Cl, predict the reaction product. (2) The product is: [CH3:12][O:7][C:6](=[O:8])[C:5]1[C:4](=[CH:3][C:2]([I:1])=[CH:10][CH:9]=1)[OH:11]. Given the reactants [I:1][C:2]1[CH:3]=[C:4]([OH:11])[C:5](=[CH:9][CH:10]=1)[C:6]([OH:8])=[O:7].[C:12]([O-])(O)=O.[Na+].C(=O)=O.CI, predict the reaction product. (3) Given the reactants [CH:1]1([N:6]2[CH2:10][C@@H:9]([CH2:11][CH:12]([CH3:14])[CH3:13])[N:8]([CH:15]3[CH2:20][CH2:19][NH:18][CH2:17][CH2:16]3)[C:7]2=[O:21])[CH2:5][CH2:4][CH2:3][CH2:2]1.[CH3:22][O:23][C:24](=[O:42])[CH2:25][C:26]1[CH:31]=[CH:30][C:29]([O:32][C:33]2[CH:38]=[CH:37][C:36]([CH:39]=O)=[C:35]([CH3:41])[N:34]=2)=[CH:28][CH:27]=1, predict the reaction product. The product is: [CH3:22][O:23][C:24](=[O:42])[CH2:25][C:26]1[CH:27]=[CH:28][C:29]([O:32][C:33]2[CH:38]=[CH:37][C:36]([CH2:39][N:18]3[CH2:17][CH2:16][CH:15]([N:8]4[C@H:9]([CH2:11][CH:12]([CH3:14])[CH3:13])[CH2:10][N:6]([CH:1]5[CH2:2][CH2:3][CH2:4][CH2:5]5)[C:7]4=[O:21])[CH2:20][CH2:19]3)=[C:35]([CH3:41])[N:34]=2)=[CH:30][CH:31]=1. (4) Given the reactants O[CH:2]1[C:13]2=[C:14]3[C:9](=[CH:10][CH:11]=[CH:12]2)[C:8](=[O:15])[NH:7][C:6](=[O:16])[N:5]3[CH2:4][CH2:3]1.O.C1(C)C=CC(S(O)(=O)=O)=CC=1, predict the reaction product. The product is: [C:8]1(=[O:15])[C:9]2[C:14]3=[C:13]([CH:2]=[CH:3][CH2:4][N:5]3[C:6](=[O:16])[NH:7]1)[CH:12]=[CH:11][CH:10]=2.